This data is from NCI-60 drug combinations with 297,098 pairs across 59 cell lines. The task is: Regression. Given two drug SMILES strings and cell line genomic features, predict the synergy score measuring deviation from expected non-interaction effect. (1) Drug 1: CC1=C(C(=CC=C1)Cl)NC(=O)C2=CN=C(S2)NC3=CC(=NC(=N3)C)N4CCN(CC4)CCO. Drug 2: COC1=C2C(=CC3=C1OC=C3)C=CC(=O)O2. Cell line: HCC-2998. Synergy scores: CSS=15.8, Synergy_ZIP=-3.94, Synergy_Bliss=-1.79, Synergy_Loewe=10.0, Synergy_HSA=4.52. (2) Drug 1: CN1CCC(CC1)COC2=C(C=C3C(=C2)N=CN=C3NC4=C(C=C(C=C4)Br)F)OC. Drug 2: C1=C(C(=O)NC(=O)N1)F. Cell line: MDA-MB-435. Synergy scores: CSS=25.5, Synergy_ZIP=2.28, Synergy_Bliss=1.18, Synergy_Loewe=-1.92, Synergy_HSA=-0.120.